Dataset: Forward reaction prediction with 1.9M reactions from USPTO patents (1976-2016). Task: Predict the product of the given reaction. (1) Given the reactants Cl.[CH3:2][S:3]([NH:6][C:7]1[CH:15]=[C:14]2[C:10]([CH:11]=[C:12]([C:16]([OH:18])=O)[NH:13]2)=[CH:9][CH:8]=1)(=[O:5])=[O:4].[F:19][C:20]1[CH:25]=[C:24]([F:26])[CH:23]=[CH:22][C:21]=1[C:27]1[CH:32]=[C:31]([N:33]2[CH2:38][CH2:37][CH2:36][CH2:35][CH2:34]2)[CH:30]=[C:29]([NH2:39])[CH:28]=1.CN(C(ON1N=NC2C=CC=NC1=2)=[N+](C)C)C.F[P-](F)(F)(F)(F)F.CCN(C(C)C)C(C)C, predict the reaction product. The product is: [F:19][C:20]1[CH:25]=[C:24]([F:26])[CH:23]=[CH:22][C:21]=1[C:27]1[CH:32]=[C:31]([N:33]2[CH2:34][CH2:35][CH2:36][CH2:37][CH2:38]2)[CH:30]=[C:29]([NH:39][C:16]([C:12]2[NH:13][C:14]3[C:10]([CH:11]=2)=[CH:9][CH:8]=[C:7]([NH:6][S:3]([CH3:2])(=[O:4])=[O:5])[CH:15]=3)=[O:18])[CH:28]=1. (2) The product is: [Br:1][C:2]1[CH:3]=[C:4]([C:13]2[CH:14]=[CH:15][C:16]([S:19]([CH3:22])(=[O:20])=[O:21])=[CH:17][CH:18]=2)[N:5]2[C:10]=1[CH:9]=[N:8][C:7]([S:11][CH3:12])=[N:6]2.[CH3:22][S:19]([C:16]1[CH:17]=[CH:18][C:13]([C:4]2[N:5]3[C:10]([CH:9]=[N:8][C:7]([S:11][CH3:12])=[N:6]3)=[C:2]([CH3:23])[CH:3]=2)=[CH:14][CH:15]=1)(=[O:21])=[O:20]. Given the reactants [Br:1][C:2]1[CH:3]=[C:4]([C:13]2[CH:18]=[CH:17][C:16]([S:19]([CH3:22])(=[O:21])=[O:20])=[CH:15][CH:14]=2)[N:5]2[C:10]=1[CH:9]=[N:8][C:7]([S:11][CH3:12])=[N:6]2.[C:23]1(B(O)O)C=CC=CC=1.CB1OB(C)OB(C)O1.C(=O)([O-])[O-].[K+].[K+].CN(C)C=O, predict the reaction product. (3) Given the reactants Cl[CH2:2][CH2:3][CH2:4][CH2:5][C:6]([OH:8])=O.C(Cl)(=O)C(Cl)=O.[NH2:15][C:16]1[CH:28]=[C:27]2[C:19]([C:20]3[CH:21]=[C:22]([C:36]4[C:37]([CH3:42])=[N:38][O:39][C:40]=4[CH3:41])[CH:23]=[C:24]([C:33]([NH2:35])=[O:34])[C:25]=3[N:26]2[CH2:29][CH:30]2[CH2:32][CH2:31]2)=[CH:18][CH:17]=1.N1C=CC=CC=1.C(=O)([O-])[O-].[K+].[K+], predict the reaction product. The product is: [CH:30]1([CH2:29][N:26]2[C:25]3[C:24]([C:33]([NH2:35])=[O:34])=[CH:23][C:22]([C:36]4[C:37]([CH3:42])=[N:38][O:39][C:40]=4[CH3:41])=[CH:21][C:20]=3[C:19]3[C:27]2=[CH:28][C:16]([N:15]2[CH2:2][CH2:3][CH2:4][CH2:5][C:6]2=[O:8])=[CH:17][CH:18]=3)[CH2:32][CH2:31]1. (4) Given the reactants C([O:4][CH2:5][C:6]1[C:7]([N:38]2[N:47]=[CH:46][C:45]3[C:40](=[C:41]([F:52])[CH:42]=[C:43]([C:48]([CH3:51])([CH3:50])[CH3:49])[CH:44]=3)[C:39]2=[O:53])=[N:8][CH:9]=[CH:10][C:11]=1[C:12]1[CH:17]=[C:16]([NH:18][C:19]2[CH:24]=[CH:23][C:22]([N:25]3[CH2:30][CH2:29][N:28]([CH:31]4[CH2:34][O:33][CH2:32]4)[CH2:27][C@@H:26]3[CH3:35])=[CH:21][N:20]=2)[C:15](=[O:36])[N:14]([CH3:37])[N:13]=1)(=O)C.[OH-].[Li+], predict the reaction product. The product is: [C:48]([C:43]1[CH:44]=[C:45]2[C:40](=[C:41]([F:52])[CH:42]=1)[C:39](=[O:53])[N:38]([C:7]1[C:6]([CH2:5][OH:4])=[C:11]([C:12]3[CH:17]=[C:16]([NH:18][C:19]4[CH:24]=[CH:23][C:22]([N:25]5[CH2:30][CH2:29][N:28]([CH:31]6[CH2:34][O:33][CH2:32]6)[CH2:27][C@@H:26]5[CH3:35])=[CH:21][N:20]=4)[C:15](=[O:36])[N:14]([CH3:37])[N:13]=3)[CH:10]=[CH:9][N:8]=1)[N:47]=[CH:46]2)([CH3:50])([CH3:49])[CH3:51]. (5) The product is: [F:1][C:2]([F:7])([F:6])[C:3]([OH:5])=[O:4].[CH2:43]([N:8]1[C:12]2[CH:13]=[CH:14][CH:15]=[CH:16][C:11]=2[N:10]=[C:9]1[C:17]1[CH:18]=[C:19]([S:23]([C:26]2[CH:27]=[C:28]([C:33]([NH2:35])=[NH:34])[S:29][C:30]=2[S:31][CH3:32])(=[O:25])=[O:24])[CH:20]=[CH:21][CH:22]=1)[CH3:44]. Given the reactants [F:1][C:2]([F:7])([F:6])[C:3]([OH:5])=[O:4].[NH:8]1[C:12]2[CH:13]=[CH:14][CH:15]=[CH:16][C:11]=2[N:10]=[C:9]1[C:17]1[CH:18]=[C:19]([S:23]([C:26]2[CH:27]=[C:28]([C:33]([NH2:35])=[NH:34])[S:29][C:30]=2[S:31][CH3:32])(=[O:25])=[O:24])[CH:20]=[CH:21][CH:22]=1.C([O-])([O-])=O.[K+].[K+].I[CH2:43][CH3:44], predict the reaction product. (6) Given the reactants C([O:8][C:9]1[C:10]([OH:32])=[C:11]([C:30]#[N:31])[C:12]([CH2:17][C:18]2[CH:27]=[CH:26][C:25]3[C:20](=[CH:21][CH:22]=[C:23]([O:28][CH3:29])[CH:24]=3)[CH:19]=2)=[C:13]([CH:16]=1)[C:14]#[N:15])C1C=CC=CC=1, predict the reaction product. The product is: [OH:32][C:10]1[C:9]([OH:8])=[CH:16][C:13]([C:14]#[N:15])=[C:12]([CH2:17][C:18]2[CH:27]=[CH:26][C:25]3[C:20](=[CH:21][CH:22]=[C:23]([O:28][CH3:29])[CH:24]=3)[CH:19]=2)[C:11]=1[C:30]#[N:31].